This data is from Reaction yield outcomes from USPTO patents with 853,638 reactions. The task is: Predict the reaction yield, written as a fraction of the theoretical maximum amount of product (1.0 means a 100% yield; for example, 0.34 means a 34% yield). The reactants are C(OC([N:8](C(OC(C)(C)C)=O)[C:9]1[N:10]=[CH:11][C:12]([C:26]2[CH2:31][CH2:30][N:29](C(OC(C)(C)C)=O)[CH2:28][CH:27]=2)=[N:13][C:14]=1[C:15]1[O:16][C:17]([C:20]2[CH:25]=[CH:24][CH:23]=[CH:22][CH:21]=2)=[N:18][N:19]=1)=O)(C)(C)C.C(O)(C(F)(F)F)=O. The catalyst is C(Cl)Cl. The product is [C:20]1([C:17]2[O:16][C:15]([C:14]3[C:9]([NH2:8])=[N:10][CH:11]=[C:12]([C:26]4[CH2:31][CH2:30][NH:29][CH2:28][CH:27]=4)[N:13]=3)=[N:19][N:18]=2)[CH:21]=[CH:22][CH:23]=[CH:24][CH:25]=1. The yield is 1.00.